From a dataset of Reaction yield outcomes from USPTO patents with 853,638 reactions. Predict the reaction yield, written as a fraction of the theoretical maximum amount of product (1.0 means a 100% yield; for example, 0.34 means a 34% yield). The reactants are C(OC([N:8]1[CH2:13][CH2:12][N:11]([C:14]2[C:19]([Cl:20])=[N:18][CH:17]=[CH:16][N:15]=2)[CH2:10][CH2:9]1)=O)(C)(C)C.[ClH:21].O1CCOCC1. The yield is 0.780. The product is [ClH:20].[ClH:21].[Cl:20][C:19]1[C:14]([N:11]2[CH2:10][CH2:9][NH:8][CH2:13][CH2:12]2)=[N:15][CH:16]=[CH:17][N:18]=1. No catalyst specified.